This data is from Catalyst prediction with 721,799 reactions and 888 catalyst types from USPTO. The task is: Predict which catalyst facilitates the given reaction. (1) Reactant: [Br:1][C:2]1[CH:10]=[CH:9][C:5]([CH2:6][CH2:7][NH2:8])=[CH:4][CH:3]=1.C(N(CC)CC)C.[CH3:18][S:19](Cl)(=[O:21])=[O:20]. Product: [Br:1][C:2]1[CH:10]=[CH:9][C:5]([CH2:6][CH2:7][NH:8][S:19]([CH3:18])(=[O:21])=[O:20])=[CH:4][CH:3]=1. The catalyst class is: 4. (2) Reactant: [F:1][C:2]([F:15])([C:8]1[CH:13]=[CH:12][CH:11]=[C:10]([OH:14])[CH:9]=1)[C:3]([O:5][CH2:6][CH3:7])=[O:4].N(C(OC(C)C)=O)=NC(OC(C)C)=O.C1(P(C2C=CC=CC=2)C2C=CC=CC=2)C=CC=CC=1.[CH3:49][O:50][CH2:51][CH2:52][O:53][CH2:54][CH2:55]O. Product: [F:1][C:2]([F:15])([C:8]1[CH:13]=[CH:12][CH:11]=[C:10]([O:14][CH2:55][CH2:54][O:53][CH2:52][CH2:51][O:50][CH3:49])[CH:9]=1)[C:3]([O:5][CH2:6][CH3:7])=[O:4]. The catalyst class is: 7. (3) Reactant: [CH3:1][CH:2]([CH2:6][CH2:7][CH:8]=[C:9]([CH3:11])[CH3:10])[CH2:3][CH:4]=O.[C:12](O)(=O)C.[CH:16]([NH2:18])=[NH:17]. Product: [CH3:1][CH:2]([C:3]1[CH:12]=[N:17][CH:16]=[N:18][CH:4]=1)[CH2:6][CH2:7][CH:8]=[C:9]([CH3:11])[CH3:10]. The catalyst class is: 51. (4) Reactant: [Br-].[Cl:2][C:3]1[CH:8]=[CH:7][C:6]([C:9](=[O:25])[CH2:10][N+:11]2[CH:16]=[CH:15][C:14]([O:17][CH2:18][C:19]3[CH:24]=[CH:23][CH:22]=[CH:21][N:20]=3)=[CH:13][CH:12]=2)=[CH:5][CH:4]=1.[CH3:26][C:27]([CH3:39])([CH3:38])[C:28](=[O:37])[C:29]#[C:30][C:31]1[CH:36]=[CH:35][CH:34]=[CH:33][CH:32]=1.C(C1C(=O)C(Cl)=C(Cl)C(=O)C=1C#N)#N. Product: [Cl:2][C:3]1[CH:8]=[CH:7][C:6]([C:9]([C:10]2[N:11]3[C:12]([CH:13]=[C:14]([O:17][CH2:18][C:19]4[CH:24]=[CH:23][CH:22]=[CH:21][N:20]=4)[CH:15]=[CH:16]3)=[C:29]([C:28](=[O:37])[C:27]([CH3:39])([CH3:38])[CH3:26])[C:30]=2[C:31]2[CH:32]=[CH:33][CH:34]=[CH:35][CH:36]=2)=[O:25])=[CH:5][CH:4]=1. The catalyst class is: 3. (5) Reactant: [O:1]1[C:5]2[CH:6]=[CH:7][CH:8]=[CH:9][C:4]=2[N:3]=[C:2]1[C:10]1[CH:15]=[CH:14][C:13]([CH2:16][C:17]#[N:18])=[C:12]([Cl:19])[CH:11]=1.C([Li])(C)(C)C.C1C=CC(S(N(S(C2C=CC=CC=2)(=O)=O)[F:35])(=O)=O)=CC=1. Product: [O:1]1[C:5]2[CH:6]=[CH:7][CH:8]=[CH:9][C:4]=2[N:3]=[C:2]1[C:10]1[CH:15]=[CH:14][C:13]([CH:16]([F:35])[C:17]#[N:18])=[C:12]([Cl:19])[CH:11]=1. The catalyst class is: 1. (6) Reactant: [BH4-].[Li+].Cl[Si](C)(C)C.[CH2:8]([O:15][C:16]1[CH:21]=[C:20]([C:22]([CH3:25])([CH3:24])[CH3:23])[CH:19]=[C:18]([C:26]([CH3:29])([CH3:28])[CH3:27])[C:17]=1[CH:30]=[CH:31][N+:32]([O-])=O)[C:9]1[CH:14]=[CH:13][CH:12]=[CH:11][CH:10]=1.CO. Product: [CH2:8]([O:15][C:16]1[CH:21]=[C:20]([C:22]([CH3:23])([CH3:25])[CH3:24])[CH:19]=[C:18]([C:26]([CH3:29])([CH3:28])[CH3:27])[C:17]=1[CH2:30][CH2:31][NH2:32])[C:9]1[CH:10]=[CH:11][CH:12]=[CH:13][CH:14]=1. The catalyst class is: 1. (7) Reactant: [H-].[Na+].[CH3:3][CH:4]([C:9]([O:11][CH3:12])=[O:10])[C:5]([O:7][CH3:8])=[O:6].[Br:13][CH2:14][CH2:15][CH2:16]Br.[OH-].[Na+]. Product: [CH3:8][O:7][C:5](=[O:6])[C:4]([CH2:16][CH2:15][CH2:14][Br:13])([CH3:3])[C:9]([O:11][CH3:12])=[O:10]. The catalyst class is: 81. (8) Reactant: [NH2:1][C:2]1[CH:3]=[C:4]2[C:8](=[CH:9][CH:10]=1)[NH:7][C:6](=[O:11])[CH2:5]2.C(N(CC)CC)C.[CH3:19][S:20](Cl)(=[O:22])=[O:21]. Product: [O:11]=[C:6]1[CH2:5][C:4]2[C:8](=[CH:9][CH:10]=[C:2]([NH:1][S:20]([CH3:19])(=[O:22])=[O:21])[CH:3]=2)[NH:7]1. The catalyst class is: 4. (9) Reactant: C(O)C.C(=O)(O)O.[NH2:8][C:9]([NH2:11])=[NH:10].[C:12](OCC)(=[O:17])[CH2:13][C:14]([CH3:16])=O. Product: [CH3:16][C:14]1[NH:8][C:9]([NH2:11])=[N:10][C:12](=[O:17])[CH:13]=1. The catalyst class is: 81.